This data is from Forward reaction prediction with 1.9M reactions from USPTO patents (1976-2016). The task is: Predict the product of the given reaction. Given the reactants C([C@](C(O)=O)(O)[C@](C(=O)C1C=CC=CC=1)(O)C(O)=O)(=O)C1C=CC=CC=1.[CH:27]1[C:36]2[C:31](=[C:32]([NH:37][C@@H:38]3[CH2:42][CH2:41][N:40](C(OC(C)(C)C)=O)[CH2:39]3)[CH:33]=[CH:34][CH:35]=2)[CH:30]=[CH:29][N:28]=1.C(OC(C)C)(=O)C.[OH-].[Na+], predict the reaction product. The product is: [NH:40]1[CH2:41][CH2:42][C@@H:38]([NH:37][C:32]2[C:31]3[CH:30]=[CH:29][N:28]=[CH:27][C:36]=3[CH:35]=[CH:34][CH:33]=2)[CH2:39]1.